From a dataset of Catalyst prediction with 721,799 reactions and 888 catalyst types from USPTO. Predict which catalyst facilitates the given reaction. (1) Reactant: [F:8][C:7]([F:10])([F:9])[C:6](O[C:6](=[O:11])[C:7]([F:10])([F:9])[F:8])=[O:11].[Br:14][C:15]1[CH:16]=[CH:17]/[C:18](=[N:25]/S(C2C=CC(C)=CC=2)(=O)=O)/[N:19]([CH2:21][C:22]([NH2:24])=O)[CH:20]=1.CC1C=CC(S(O)(=O)=O)=CC=1. Product: [Br:14][C:15]1[CH:16]=[CH:17][C:18]2[N:19]([CH:21]=[C:22]([NH:24][C:6](=[O:11])[C:7]([F:8])([F:9])[F:10])[N:25]=2)[CH:20]=1. The catalyst class is: 4. (2) Reactant: [F:1][C:2]1[CH:7]=[CH:6][C:5]([C:8]2[O:9][C:10]([CH3:33])=[C:11]([CH2:13][O:14][C@@H:15]3[CH2:20][CH2:19][CH2:18][C@H:17]([CH2:21][O:22][C:23]([CH3:32])([CH3:31])[C:24]([O:26]C(C)(C)C)=[O:25])[CH2:16]3)[N:12]=2)=[CH:4][CH:3]=1.FC(F)(F)C(O)=O. Product: [F:1][C:2]1[CH:3]=[CH:4][C:5]([C:8]2[O:9][C:10]([CH3:33])=[C:11]([CH2:13][O:14][C@@H:15]3[CH2:20][CH2:19][CH2:18][C@H:17]([CH2:21][O:22][C:23]([CH3:31])([CH3:32])[C:24]([OH:26])=[O:25])[CH2:16]3)[N:12]=2)=[CH:6][CH:7]=1. The catalyst class is: 4.